From a dataset of Forward reaction prediction with 1.9M reactions from USPTO patents (1976-2016). Predict the product of the given reaction. (1) The product is: [CH2:22]([NH:19][C:20]([N:8]1[C:4]2=[N:5][CH:6]=[CH:7][C:2]([CH3:1])=[C:3]2[NH:10][C:9]1=[O:18])=[O:21])[CH2:23][CH2:24][CH2:25][CH2:26][CH3:27]. Given the reactants [CH3:1][C:2]1[CH:7]=[CH:6][N:5]=[C:4]2[NH:8][C:9](=[O:18])[N:10](C(OC(C)(C)C)=O)[C:3]=12.[N:19]([CH2:22][CH2:23][CH2:24][CH2:25][CH2:26][CH3:27])=[C:20]=[O:21], predict the reaction product. (2) Given the reactants [O:1]1[CH2:6][CH2:5][CH:4]([CH2:7][C:8]([OH:10])=O)[CH2:3][CH2:2]1.CN(C(ON1N=NC2C=CC=NC1=2)=[N+](C)C)C.F[P-](F)(F)(F)(F)F.[NH:35]1[C:43]2[C:38](=[C:39]([C:44]3[CH:45]=[C:46]([NH2:53])[C:47]4[CH:48]=[N:49][NH:50][C:51]=4[CH:52]=3)[CH:40]=[CH:41][CH:42]=2)[CH:37]=[CH:36]1.CCN(C(C)C)C(C)C, predict the reaction product. The product is: [NH:35]1[C:43]2[C:38](=[C:39]([C:44]3[CH:52]=[C:51]4[C:47]([CH:48]=[N:49][NH:50]4)=[C:46]([NH:53][C:8](=[O:10])[CH2:7][CH:4]4[CH2:3][CH2:2][O:1][CH2:6][CH2:5]4)[CH:45]=3)[CH:40]=[CH:41][CH:42]=2)[CH:37]=[CH:36]1. (3) The product is: [C:18]([O:22][C:23]([N:15]1[CH2:16][CH2:17][N:12]([C:4]2[CH:5]=[C:6]([N+:9]([O-:11])=[O:10])[CH:7]=[CH:8][C:3]=2[O:2][CH3:1])[CH2:13][CH2:14]1)=[O:24])([CH3:21])([CH3:20])[CH3:19]. Given the reactants [CH3:1][O:2][C:3]1[CH:8]=[CH:7][C:6]([N+:9]([O-:11])=[O:10])=[CH:5][C:4]=1[N:12]1[CH2:17][CH2:16][NH:15][CH2:14][CH2:13]1.[C:18]([O:22][C:23](O[C:23]([O:22][C:18]([CH3:21])([CH3:20])[CH3:19])=[O:24])=[O:24])([CH3:21])([CH3:20])[CH3:19].C(=O)([O-])[O-].[K+].[K+], predict the reaction product. (4) Given the reactants [OH:1][C:2]1[CH:11]=[C:10]([O:12][CH3:13])[C:9](B2OC(C)(C)C(C)(C)O2)=[CH:8][C:3]=1[C:4]([O:6][CH3:7])=[O:5].COCCOC.Br[CH2:30][C:31]1[CH:36]=[CH:35][C:34]([N:37]2[CH:41]=[CH:40][CH:39]=[N:38]2)=[CH:33][CH:32]=1.C(=O)([O-])[O-].[Na+].[Na+], predict the reaction product. The product is: [N:37]1([C:34]2[CH:35]=[CH:36][C:31]([CH2:30][C:9]3[C:10]([O:12][CH3:13])=[CH:11][C:2]([OH:1])=[C:3]([CH:8]=3)[C:4]([O:6][CH3:7])=[O:5])=[CH:32][CH:33]=2)[CH:41]=[CH:40][CH:39]=[N:38]1. (5) Given the reactants [NH2:1][C:2]1[N:7]=[C:6]([C:8]#[N:9])[CH:5]=[C:4]([S:10][CH3:11])[CH:3]=1.Cl.[NH2:13][OH:14].C(=O)([O-])[O-].[Na+].[Na+], predict the reaction product. The product is: [NH3:1].[NH2:1][C:2]1[N:7]=[C:6]([C:8]([NH:13][OH:14])=[NH:9])[CH:5]=[C:4]([S:10][CH3:11])[CH:3]=1. (6) The product is: [F:3][C:4]1[C:13]2[S:12][CH2:11][C:10]3[CH:14]=[C:15]([C:17]([OH:19])=[O:18])[S:16][C:9]=3[C:8]=2[C:7]([F:22])=[CH:6][CH:5]=1. Given the reactants [OH-].[Na+].[F:3][C:4]1[C:13]2[S:12][CH2:11][C:10]3[CH:14]=[C:15]([C:17]([O:19]CC)=[O:18])[S:16][C:9]=3[C:8]=2[C:7]([F:22])=[CH:6][CH:5]=1, predict the reaction product. (7) Given the reactants [Br:1][C:2]1[CH:3]=[CH:4][C:5]([C:8]([OH:10])=O)=[N:6][CH:7]=1.[NH:11]1[CH2:14][CH2:13][CH2:12]1, predict the reaction product. The product is: [N:11]1([C:8]([C:5]2[CH:4]=[CH:3][C:2]([Br:1])=[CH:7][N:6]=2)=[O:10])[CH2:14][CH2:13][CH2:12]1.